From a dataset of Reaction yield outcomes from USPTO patents with 853,638 reactions. Predict the reaction yield, written as a fraction of the theoretical maximum amount of product (1.0 means a 100% yield; for example, 0.34 means a 34% yield). (1) The yield is 0.470. The product is [Cl:1][C:2]1[C:3]([N:8]2[C:12]([C:24]([OH:26])=[O:25])=[CH:11][C:10]([N+:13]([O-:15])=[O:14])=[N:9]2)=[N:4][CH:5]=[CH:6][CH:7]=1. The catalyst is O1CCCC1.O. The reactants are [Cl:1][C:2]1[C:3]([N:8]2[CH:12]=[CH:11][C:10]([N+:13]([O-:15])=[O:14])=[N:9]2)=[N:4][CH:5]=[CH:6][CH:7]=1.C([N-]C(C)C)(C)C.[Li+].[C:24](=[O:26])=[O:25].[OH-].[Na+]. (2) The product is [CH2:1]([N:3]1[C:8]([CH2:9][O:10][S:20]([CH3:19])(=[O:22])=[O:21])=[CH:7][CH:6]=[CH:5][C:4]1=[O:11])[CH3:2]. The catalyst is ClCCl. The reactants are [CH2:1]([N:3]1[C:8]([CH2:9][OH:10])=[CH:7][CH:6]=[CH:5][C:4]1=[O:11])[CH3:2].C(N(CC)CC)C.[CH3:19][S:20](Cl)(=[O:22])=[O:21].O. The yield is 1.00. (3) The reactants are Cl[CH2:2][C:3]([CH3:5])=[O:4].C([O-])([O-])=O.[K+].[K+].[Cl:12][C:13]1[CH:18]=[CH:17][C:16]([OH:19])=[C:15]([CH:20]2[O:24][CH2:23][CH2:22][O:21]2)[CH:14]=1. The catalyst is CN(C=O)C. The product is [Cl:12][C:13]1[CH:18]=[CH:17][C:16]([O:19][CH2:2][C:3]([CH3:5])=[O:4])=[C:15]([CH:20]2[O:21][CH2:22][CH2:23][O:24]2)[CH:14]=1. The yield is 0.900. (4) The reactants are [OH2:1].Cl.O[NH2:4].C(=O)([O-])[O-].[Na+].[Na+].[O:11]1[C:15]2([CH2:20][CH2:19][CH2:18][CH2:17][CH2:16]2)[O:14][CH2:13][C@@H:12]1[CH:21]=O. The catalyst is C1COCC1. The product is [O:11]1[C:15]2([CH2:20][CH2:19][CH2:18][CH2:17][CH2:16]2)[O:14][CH2:13][C@@H:12]1[CH:21]=[N:4][OH:1]. The yield is 0.990. (5) The catalyst is N1C=CC=CC=1. The yield is 0.440. The product is [O:29]=[C:28]1[CH:27]([N:26]2[C:22](=[O:23])[C:14]3[C:15](=[CH:19][CH:20]=[CH:21][C:13]=3[O:12][CH2:11][C:8]3[S:7][C:6]4[CH:5]=[CH:4][CH:3]=[C:2]([F:1])[C:10]=4[CH:9]=3)[C:16]2=[O:18])[CH2:33][CH2:32][C:31](=[O:34])[NH:30]1. The reactants are [F:1][C:2]1[C:10]2[CH:9]=[C:8]([CH2:11][O:12][C:13]3[CH:21]=[CH:20][CH:19]=[C:15]([C:16]([OH:18])=O)[C:14]=3[C:22](O)=[O:23])[S:7][C:6]=2[CH:5]=[CH:4][CH:3]=1.Cl.[NH2:26][CH:27]1[CH2:33][CH2:32][C:31](=[O:34])[NH:30][C:28]1=[O:29]. (6) The reactants are Br[C:2]1[CH:10]=[C:9]2[C:5]([CH:6]=[CH:7][NH:8]2)=[CH:4][CH:3]=1.[C:11]1(B(O)O)[CH:16]=[CH:15][CH:14]=[CH:13][CH:12]=1.C([O-])(O)=O.[Na+]. The catalyst is C1(C)C=CC=CC=1.CCO.[Cl-].[Na+].O. The product is [C:11]1([C:2]2[CH:10]=[C:9]3[C:5]([CH:6]=[CH:7][NH:8]3)=[CH:4][CH:3]=2)[CH:16]=[CH:15][CH:14]=[CH:13][CH:12]=1. The yield is 0.450. (7) The reactants are Cl.C[O:3][C:4](=[O:39])[C:5]1[CH:10]=[CH:9][C:8]([CH2:11][O:12][C:13]2[CH:18]=[CH:17][C:16]([CH2:19][C@H:20]([NH2:38])[C:21]3[N:22]([CH2:34][CH2:35][CH2:36][CH3:37])[CH:23]=[C:24]([C:26]4[CH:31]=[CH:30][C:29]([Cl:32])=[CH:28][C:27]=4[Cl:33])[N:25]=3)=[CH:15][CH:14]=2)=[CH:7][CH:6]=1.[CH3:40][O:41][C:42]1[CH:47]=[CH:46][C:45]([CH2:48][CH2:49][CH2:50][C:51](O)=[O:52])=[CH:44][CH:43]=1. No catalyst specified. The product is [CH2:34]([N:22]1[CH:23]=[C:24]([C:26]2[CH:31]=[CH:30][C:29]([Cl:32])=[CH:28][C:27]=2[Cl:33])[N:25]=[C:21]1[C@@H:20]([NH:38][C:51](=[O:52])[CH2:50][CH2:49][CH2:48][C:45]1[CH:44]=[CH:43][C:42]([O:41][CH3:40])=[CH:47][CH:46]=1)[CH2:19][C:16]1[CH:15]=[CH:14][C:13]([O:12][CH2:11][C:8]2[CH:7]=[CH:6][C:5]([C:4]([OH:3])=[O:39])=[CH:10][CH:9]=2)=[CH:18][CH:17]=1)[CH2:35][CH2:36][CH3:37]. The yield is 0.700. (8) The reactants are [C:1]([O:5][C:6]([NH:8][C@H:9]([C:21]([OH:23])=O)[C:10]([CH3:20])([CH3:19])[C:11]1[CH:16]=[CH:15][C:14]([O:17][CH3:18])=[CH:13][CH:12]=1)=[O:7])([CH3:4])([CH3:3])[CH3:2].F[P-](F)(F)(F)(F)F.N1(O[P+](N2CCCC2)(N2CCCC2)N2CCCC2)C2C=CC=CC=2N=N1.C(N(C(C)C)CC)(C)C.Cl.[CH3:67]/[C:68](=[CH:74]\[C@@H:75]([NH:79][CH3:80])[CH:76]([CH3:78])[CH3:77])/[C:69]([O:71][CH2:72][CH3:73])=[O:70]. The product is [C:1]([O:5][C:6]([NH:8][C@H:9]([C:21]([N:79]([CH3:80])[C@H:75]([CH:76]([CH3:78])[CH3:77])/[CH:74]=[C:68](\[CH3:67])/[C:69]([O:71][CH2:72][CH3:73])=[O:70])=[O:23])[C:10]([CH3:20])([CH3:19])[C:11]1[CH:12]=[CH:13][C:14]([O:17][CH3:18])=[CH:15][CH:16]=1)=[O:7])([CH3:2])([CH3:3])[CH3:4]. The catalyst is ClCCl.C(OCC)(=O)C. The yield is 0.900.